Predict which catalyst facilitates the given reaction. From a dataset of Catalyst prediction with 721,799 reactions and 888 catalyst types from USPTO. (1) Reactant: [CH2:1]([O:8][C:9]1[CH:17]=[C:16]2[C:12]([C:13]([CH2:24][CH2:25][C:26]([O:28]CC)=[O:27])=[N:14][N:15]2[CH:18]2[CH2:23][CH2:22][CH2:21][CH2:20][O:19]2)=[CH:11][CH:10]=1)[C:2]1[CH:7]=[CH:6][CH:5]=[CH:4][CH:3]=1.[OH-].[Na+]. Product: [CH2:1]([O:8][C:9]1[CH:17]=[C:16]2[C:12]([C:13]([CH2:24][CH2:25][C:26]([OH:28])=[O:27])=[N:14][N:15]2[CH:18]2[CH2:23][CH2:22][CH2:21][CH2:20][O:19]2)=[CH:11][CH:10]=1)[C:2]1[CH:7]=[CH:6][CH:5]=[CH:4][CH:3]=1. The catalyst class is: 5. (2) The catalyst class is: 2. Reactant: C(OC([N:8]1[CH2:13][CH2:12][CH:11]([C:14]([N:16]2[CH2:19][CH2:18][CH2:17]2)=[O:15])[CH2:10][CH2:9]1)=O)(C)(C)C.FC(F)(F)C(O)=O. Product: [N:16]1([C:14]([CH:11]2[CH2:12][CH2:13][NH:8][CH2:9][CH2:10]2)=[O:15])[CH2:17][CH2:18][CH2:19]1. (3) Reactant: [CH3:1][S:2](Cl)(=[O:4])=[O:3].[NH:6]1[C:14]2[C:9](=[CH:10][CH:11]=[CH:12][CH:13]=2)[CH:8]([CH2:15][OH:16])[CH2:7]1.CCN(C(C)C)C(C)C. Product: [NH:6]1[C:14]2[C:9](=[CH:10][CH:11]=[CH:12][CH:13]=2)[CH:8]([CH2:15][O:16][S:2]([CH3:1])(=[O:4])=[O:3])[CH2:7]1. The catalyst class is: 2. (4) Reactant: [C:1]1([CH2:7][CH2:8][CH2:9][CH2:10][CH2:11][CH2:12][OH:13])[CH:6]=[CH:5][CH:4]=[CH:3][CH:2]=1.[S:14](Cl)([C:17]1[CH:23]=[CH:22][C:20]([CH3:21])=[CH:19][CH:18]=1)(=[O:16])=[O:15].CCN(CC)CC. Product: [S:14]([C:17]1[CH:23]=[CH:22][C:20]([CH3:21])=[CH:19][CH:18]=1)([O:13][CH2:12][CH2:11][CH2:10][CH2:9][CH2:8][CH2:7][C:1]1[CH:6]=[CH:5][CH:4]=[CH:3][CH:2]=1)(=[O:16])=[O:15]. The catalyst class is: 142. (5) Reactant: [F:1][C:2]1[CH:7]=[CH:6][C:5]([CH2:8][C:9]2[C:10]([N:16]3[CH2:22][C:21]4[CH:23]=[C:24]([C:27]5[CH:28]=[C:29]([NH2:34])[C:30]([NH2:33])=[N:31][CH:32]=5)[CH:25]=[CH:26][C:20]=4[O:19][CH2:18][CH2:17]3)=[N:11][CH:12]=[N:13][C:14]=2[CH3:15])=[CH:4][CH:3]=1.[CH3:35][O:36][C:37]([NH:39][C:40](=NC(OC)=O)SC)=[O:38]. Product: [CH3:35][O:36][C:37](=[O:38])[NH:39][C:40]1[NH:34][C:29]2[C:30]([N:33]=1)=[N:31][CH:32]=[C:27]([C:24]1[CH:25]=[CH:26][C:20]3[O:19][CH2:18][CH2:17][N:16]([C:10]4[C:9]([CH2:8][C:5]5[CH:4]=[CH:3][C:2]([F:1])=[CH:7][CH:6]=5)=[C:14]([CH3:15])[N:13]=[CH:12][N:11]=4)[CH2:22][C:21]=3[CH:23]=1)[CH:28]=2. The catalyst class is: 15. (6) Reactant: [Si:1]([O:8][C@H:9]([C:33]1[CH:34]=[N:35][C:36](Cl)=[CH:37][CH:38]=1)[C@H:10]1[CH2:14][CH2:13][C@@H:12]([CH2:15][C:16]2[CH:21]=[CH:20][C:19]([C:22]([O:24][CH3:25])=[O:23])=[CH:18][CH:17]=2)[N:11]1[C:26]([O:28][C:29]([CH3:32])([CH3:31])[CH3:30])=[O:27])([C:4]([CH3:7])([CH3:6])[CH3:5])([CH3:3])[CH3:2].C([O-])(=O)C.[K+]. Product: [Si:1]([O:8][C@H:9]([C:33]1[CH:34]=[N:35][CH:36]=[CH:37][CH:38]=1)[C@H:10]1[CH2:14][CH2:13][C@@H:12]([CH2:15][C:16]2[CH:21]=[CH:20][C:19]([C:22]([O:24][CH3:25])=[O:23])=[CH:18][CH:17]=2)[N:11]1[C:26]([O:28][C:29]([CH3:30])([CH3:32])[CH3:31])=[O:27])([C:4]([CH3:5])([CH3:6])[CH3:7])([CH3:2])[CH3:3]. The catalyst class is: 29. (7) The catalyst class is: 2. Product: [CH3:56][O:57][C:58](=[O:68])[C:59]1[CH:64]=[CH:63][C:62]([NH:65][C:28]([C@H:9]2[C@H:8]([C:4]3[CH:5]=[CH:6][CH:7]=[C:2]([Cl:1])[C:3]=3[F:31])[C@:12]([C:15]3[CH:20]=[CH:19][C:18]([Cl:21])=[CH:17][C:16]=3[F:22])([C:13]#[N:14])[C@H:11]([CH2:23][C:24]([CH3:25])([CH3:26])[CH3:27])[NH:10]2)=[O:30])=[C:61]([O:66][CH3:67])[CH:60]=1. Reactant: [Cl:1][C:2]1[C:3]([F:31])=[C:4]([C@@H:8]2[C@:12]([C:15]3[CH:20]=[CH:19][C:18]([Cl:21])=[CH:17][C:16]=3[F:22])([C:13]#[N:14])[C@H:11]([CH2:23][C:24]([CH3:27])([CH3:26])[CH3:25])[NH:10][C@H:9]2[C:28]([OH:30])=O)[CH:5]=[CH:6][CH:7]=1.CN(C(ON1N=NC2C=CC=NC1=2)=[N+](C)C)C.F[P-](F)(F)(F)(F)F.[CH3:56][O:57][C:58](=[O:68])[C:59]1[CH:64]=[CH:63][C:62]([NH2:65])=[C:61]([O:66][CH3:67])[CH:60]=1.C(N(C(C)C)CC)(C)C.